This data is from Catalyst prediction with 721,799 reactions and 888 catalyst types from USPTO. The task is: Predict which catalyst facilitates the given reaction. (1) Reactant: [Cl:1][C:2]1[C:3]([O:12][C:13]2[CH:18]=[C:17]([O:19][CH:20]([CH3:22])[CH3:21])[CH:16]=[CH:15][C:14]=2[CH2:23][CH2:24][CH2:25][CH2:26][OH:27])=[N:4][CH:5]=[C:6]([C:8]([F:11])([F:10])[F:9])[CH:7]=1.O[C:29]1[CH:33]=[C:32]([CH2:34][CH2:35][C:36]([O:38]CC)=[O:37])[N:31]([CH:41]([CH3:43])[CH3:42])[N:30]=1.C(P(CCCC)CCCC)CCC.N(C(N1CCCCC1)=O)=NC(N1CCCCC1)=O.O1CCCC1CO.[OH-].[Na+].Cl. Product: [Cl:1][C:2]1[C:3]([O:12][C:13]2[CH:18]=[C:17]([O:19][CH:20]([CH3:21])[CH3:22])[CH:16]=[CH:15][C:14]=2[CH2:23][CH2:24][CH2:25][CH2:26][O:27][C:29]2[CH:33]=[C:32]([CH2:34][CH2:35][C:36]([OH:38])=[O:37])[N:31]([CH:41]([CH3:43])[CH3:42])[N:30]=2)=[N:4][CH:5]=[C:6]([C:8]([F:11])([F:10])[F:9])[CH:7]=1. The catalyst class is: 7. (2) Reactant: [Cl:1][C:2]1[CH:3]=[C:4]([CH:8]2[C:13]([C:14](OCCC#N)=[O:15])=[C:12]([C:21]([F:24])([F:23])[F:22])[NH:11][C:10]([CH3:25])=[C:9]2[C:26]([O:28][CH2:29][C:30]2[CH:35]=[CH:34][CH:33]=[CH:32][CH:31]=2)=[O:27])[CH:5]=[CH:6][CH:7]=1.[C:36]1([CH:42]([C:46]2[CH:51]=[CH:50][CH:49]=[CH:48][CH:47]=2)[CH2:43][CH2:44][OH:45])[CH:41]=[CH:40][CH:39]=[CH:38][CH:37]=1.C1(P(C2C=CC=CC=2)C2C=CC=CC=2)C=CC=CC=1.C1C=CC=CC=1. Product: [Cl:1][C:2]1[CH:3]=[C:4]([CH:8]2[C:13]([C:14]([O:45][CH2:44][CH2:43][CH:42]([C:36]3[CH:37]=[CH:38][CH:39]=[CH:40][CH:41]=3)[C:46]3[CH:47]=[CH:48][CH:49]=[CH:50][CH:51]=3)=[O:15])=[C:12]([C:21]([F:23])([F:24])[F:22])[NH:11][C:10]([CH3:25])=[C:9]2[C:26]([O:28][CH2:29][C:30]2[CH:31]=[CH:32][CH:33]=[CH:34][CH:35]=2)=[O:27])[CH:5]=[CH:6][CH:7]=1. The catalyst class is: 1. (3) Reactant: [N:1]([CH2:8][CH2:9]O)([CH2:5]CO)CCO.Cl[C:12]1[C:17]([O:18][C:19]2[CH:24]=[CH:23][CH:22]=[CH:21][C:20]=2[O:25][CH3:26])=[C:16]([Cl:27])[N:15]=[CH:14][N:13]=1.[C:28](#[N:30])C. Product: [CH3:26][O:25][C:20]1[CH:21]=[CH:22][CH:23]=[CH:24][C:19]=1[O:18][C:17]1[C:12]([O:18][CH2:19][CH2:20][OH:25])=[N:13][C:14]([C:5]2[N:1]=[CH:8][CH:9]=[CH:28][N:30]=2)=[N:15][C:16]=1[Cl:27]. The catalyst class is: 196. (4) Reactant: [SH:1][C:2]1[S:3][C:4]([CH2:8][C:9]([O:11][CH3:12])=[O:10])=[C:5]([CH3:7])[N:6]=1.Cl[CH2:14][C:15]1[CH:16]=[C:17]([CH:32]=[CH:33][CH:34]=1)[O:18][CH2:19][C:20]1[N:21]=[C:22]([C:26]2[CH:31]=[CH:30][CH:29]=[CH:28][CH:27]=2)[O:23][C:24]=1[CH3:25].C(=O)([O-])[O-].[K+].[K+].CN(C)C=O. Product: [CH3:7][C:5]1[N:6]=[C:2]([S:1][CH2:14][C:15]2[CH:34]=[CH:33][CH:32]=[C:17]([O:18][CH2:19][C:20]3[N:21]=[C:22]([C:26]4[CH:31]=[CH:30][CH:29]=[CH:28][CH:27]=4)[O:23][C:24]=3[CH3:25])[CH:16]=2)[S:3][C:4]=1[CH2:8][C:9]([O:11][CH3:12])=[O:10]. The catalyst class is: 6. (5) Reactant: Cl[C:2]1[C:7]([C:8]([O:10][CH2:11][CH3:12])=[O:9])=[C:6]([CH3:13])[N:5]=[C:4]([S:14][CH3:15])[N:3]=1.[CH2:16]([N:18](CC)CC)[CH3:17].C(N)C. Product: [CH2:16]([NH:18][C:2]1[C:7]([C:8]([O:10][CH2:11][CH3:12])=[O:9])=[C:6]([CH3:13])[N:5]=[C:4]([S:14][CH3:15])[N:3]=1)[CH3:17]. The catalyst class is: 1.